This data is from Forward reaction prediction with 1.9M reactions from USPTO patents (1976-2016). The task is: Predict the product of the given reaction. (1) Given the reactants [F:1][C:2]([F:13])([F:12])[C:3]1[CH:8]=[CH:7][C:6](B(O)O)=[CH:5][CH:4]=1.Br[C:15]1[CH:24]=[CH:23][C:18]([C:19]([O:21][CH3:22])=[O:20])=[CH:17][CH:16]=1.C1(P(C2C=CC=CC=2)C2C=CC=CC=2)C=CC=CC=1.[F-].[Cs+], predict the reaction product. The product is: [CH3:22][O:21][C:19]([C:18]1[CH:23]=[CH:24][C:15]([C:6]2[CH:7]=[CH:8][C:3]([C:2]([F:13])([F:12])[F:1])=[CH:4][CH:5]=2)=[CH:16][CH:17]=1)=[O:20]. (2) Given the reactants [CH:1]12[CH2:9][CH2:8][CH:5]([CH2:6][CH2:7]1)[CH2:4][N:3]([C:10]([CH2:12][N:13]1[C:19]3[C:20]([CH3:24])=[CH:21][CH:22]=[CH:23][C:18]=3[C:17]([CH2:25]O)=[N:16][CH:15]([NH:27][C:28]([NH:30][C:31]3[CH:36]=[CH:35][CH:34]=[C:33]([CH3:37])[CH:32]=3)=[O:29])[C:14]1=[O:38])=[O:11])[CH2:2]2.C(N(C(C)C)CC)(C)C.[CH3:48][S:49](Cl)(=O)=O.[Na], predict the reaction product. The product is: [CH:1]12[CH2:9][CH2:8][CH:5]([CH2:6][CH2:7]1)[CH2:4][N:3]([C:10]([CH2:12][N:13]1[C:19]3[C:20]([CH3:24])=[CH:21][CH:22]=[CH:23][C:18]=3[C:17]([CH2:25][S:49][CH3:48])=[N:16][CH:15]([NH:27][C:28]([NH:30][C:31]3[CH:36]=[CH:35][CH:34]=[C:33]([CH3:37])[CH:32]=3)=[O:29])[C:14]1=[O:38])=[O:11])[CH2:2]2.